This data is from NCI-60 drug combinations with 297,098 pairs across 59 cell lines. The task is: Regression. Given two drug SMILES strings and cell line genomic features, predict the synergy score measuring deviation from expected non-interaction effect. (1) Drug 1: C1=NC2=C(N=C(N=C2N1C3C(C(C(O3)CO)O)O)F)N. Drug 2: CC1=C(C(=O)C2=C(C1=O)N3CC4C(C3(C2COC(=O)N)OC)N4)N. Cell line: NCIH23. Synergy scores: CSS=38.2, Synergy_ZIP=3.87, Synergy_Bliss=3.41, Synergy_Loewe=-37.7, Synergy_HSA=0.428. (2) Drug 1: CC1CCC2CC(C(=CC=CC=CC(CC(C(=O)C(C(C(=CC(C(=O)CC(OC(=O)C3CCCCN3C(=O)C(=O)C1(O2)O)C(C)CC4CCC(C(C4)OC)O)C)C)O)OC)C)C)C)OC. Drug 2: CC12CCC3C(C1CCC2O)C(CC4=C3C=CC(=C4)O)CCCCCCCCCS(=O)CCCC(C(F)(F)F)(F)F. Cell line: HCT116. Synergy scores: CSS=4.42, Synergy_ZIP=-5.80, Synergy_Bliss=-10.2, Synergy_Loewe=-2.38, Synergy_HSA=-4.35. (3) Drug 1: CCC1=C2CN3C(=CC4=C(C3=O)COC(=O)C4(CC)O)C2=NC5=C1C=C(C=C5)O. Drug 2: CN(CCCl)CCCl.Cl. Cell line: HCT116. Synergy scores: CSS=70.9, Synergy_ZIP=-4.53, Synergy_Bliss=-5.46, Synergy_Loewe=-3.32, Synergy_HSA=1.95. (4) Drug 1: C1C(C(OC1N2C=C(C(=O)NC2=O)F)CO)O. Drug 2: CS(=O)(=O)CCNCC1=CC=C(O1)C2=CC3=C(C=C2)N=CN=C3NC4=CC(=C(C=C4)OCC5=CC(=CC=C5)F)Cl. Cell line: MDA-MB-231. Synergy scores: CSS=14.4, Synergy_ZIP=2.14, Synergy_Bliss=4.72, Synergy_Loewe=-42.6, Synergy_HSA=6.22.